This data is from Retrosynthesis with 50K atom-mapped reactions and 10 reaction types from USPTO. The task is: Predict the reactants needed to synthesize the given product. (1) Given the product CC(C)(C)OC(=O)N1CCOC[C@H]1C(=O)Nc1cc(Cl)cc2c1[nH]c1cnccc12, predict the reactants needed to synthesize it. The reactants are: CC(C)(C)OC(=O)N1CCOC[C@H]1C(=O)O.Nc1cc(Cl)cc2c1[nH]c1cnccc12. (2) Given the product O=C(NCc1ccco1)Oc1ccc2c(c1)CCN2Cc1ccccc1, predict the reactants needed to synthesize it. The reactants are: O=C=NCc1ccco1.Oc1ccc2c(c1)CCN2Cc1ccccc1. (3) Given the product CCOC(=O)c1cc2cccc(C)c2c(=O)n1C(C)C, predict the reactants needed to synthesize it. The reactants are: CCOC(=O)CN(C(=O)c1c(C)cccc1C=O)C(C)C. (4) Given the product CN(C)C(=O)Cn1c(-c2ccc(Cl)cc2)nc2cccnc21, predict the reactants needed to synthesize it. The reactants are: CNC.O=C(O)Cn1c(-c2ccc(Cl)cc2)nc2cccnc21. (5) The reactants are: CCOC(=O)c1cn(-c2ccc(F)cc2F)c2nc(N3CCC(n4ccnn4)C3)c(F)cc2c1=O. Given the product O=C(O)c1cn(-c2ccc(F)cc2F)c2nc(N3CCC(n4ccnn4)C3)c(F)cc2c1=O, predict the reactants needed to synthesize it.